From a dataset of Forward reaction prediction with 1.9M reactions from USPTO patents (1976-2016). Predict the product of the given reaction. (1) The product is: [CH2:25]([O:27][C:28](=[O:40])[CH2:29][CH2:30][C:31]1[CH:36]=[CH:35][C:34]([O:11][C@H:9]([CH3:10])[CH2:8][CH2:7][O:6][C:5]2[CH:16]=[CH:17][C:2]([Cl:1])=[CH:3][C:4]=2[O:18][C:19]2[CH:24]=[CH:23][CH:22]=[CH:21][CH:20]=2)=[CH:33][C:32]=1[CH2:38][CH3:39])[CH3:26]. Given the reactants [Cl:1][C:2]1[CH:17]=[CH:16][C:5]([O:6][CH2:7][CH2:8][C@@H:9]([O:11]S(C)(=O)=O)[CH3:10])=[C:4]([O:18][C:19]2[CH:24]=[CH:23][CH:22]=[CH:21][CH:20]=2)[CH:3]=1.[CH2:25]([O:27][C:28](=[O:40])[CH2:29][CH2:30][C:31]1[CH:36]=[CH:35][C:34](O)=[CH:33][C:32]=1[CH2:38][CH3:39])[CH3:26], predict the reaction product. (2) Given the reactants [H-].[Na+].[NH2:3][C:4]1[CH:9]=[CH:8][C:7]([N+:10]([O-:12])=[O:11])=[CH:6][C:5]=1[OH:13].CS(Cl)(=O)=O.Cl.[OH-].[Na+], predict the reaction product. The product is: [CH2:8]([O:13][C:5]1[CH:6]=[C:7]([N+:10]([O-:12])=[O:11])[CH:8]=[CH:9][C:4]=1[NH2:3])[CH2:9][CH2:4][CH2:5][CH2:6][CH3:7]. (3) Given the reactants [CH3:1][C:2]1[CH:7]=[C:6]([CH3:8])[N:5]=[C:4](O)[N:3]=1.O=P(Cl)(Cl)[Cl:12], predict the reaction product. The product is: [Cl:12][C:4]1[N:3]=[C:2]([CH3:1])[CH:7]=[C:6]([CH3:8])[N:5]=1. (4) Given the reactants [C:1](Cl)(=[O:3])[CH3:2].[Cl:5][C:6]1[CH:7]=[CH:8][C:9]2[N:15]([CH2:16][C:17]([CH3:21])([CH3:20])[CH2:18][OH:19])[C:14](=[O:22])[C@@H:13]([CH2:23][C:24]([NH:26][CH2:27][C:28]3[CH:33]=[CH:32][C:31]([CH2:34][C:35]([OH:37])=[O:36])=[CH:30][CH:29]=3)=[O:25])[O:12][C@H:11]([C:38]3[CH:43]=[CH:42][CH:41]=[C:40]([O:44][CH3:45])[C:39]=3[O:46][CH3:47])[C:10]=2[CH:48]=1.N1C=CC=CC=1.C(OCC)(=O)C, predict the reaction product. The product is: [C:1]([O:19][CH2:18][C:17]([CH3:20])([CH3:21])[CH2:16][N:15]1[C:9]2[CH:8]=[CH:7][C:6]([Cl:5])=[CH:48][C:10]=2[C@@H:11]([C:38]2[CH:43]=[CH:42][CH:41]=[C:40]([O:44][CH3:45])[C:39]=2[O:46][CH3:47])[O:12][C@H:13]([CH2:23][C:24]([NH:26][CH2:27][C:28]2[CH:33]=[CH:32][C:31]([CH2:34][C:35]([OH:37])=[O:36])=[CH:30][CH:29]=2)=[O:25])[C:14]1=[O:22])(=[O:3])[CH3:2]. (5) The product is: [OH:40][CH2:39][CH:31]1[CH2:32][C:33]2[C:38](=[CH:37][CH:36]=[CH:35][CH:34]=2)[N:30]1[C:27]([C:23]1[N:24]=[CH:25][N:26]=[C:21]([NH:20][C:16]2[CH:17]=[C:18]3[C:13](=[CH:14][CH:15]=2)[CH2:12][C:4]2([C:5]4[C:6](=[N:7][CH:8]=[CH:9][CH:10]=4)[NH:11][C:3]2=[O:2])[CH2:19]3)[CH:22]=1)=[O:28]. Given the reactants Cl.[O:2]=[C:3]1[NH:11][C:6]2=[N:7][CH:8]=[CH:9][CH:10]=[C:5]2[C:4]21[CH2:19][C:18]1[C:13](=[CH:14][CH:15]=[C:16]([NH:20][C:21]3[N:26]=[CH:25][N:24]=[C:23]([C:27](O)=[O:28])[CH:22]=3)[CH:17]=1)[CH2:12]2.[NH:30]1[C:38]2[C:33](=[CH:34][CH:35]=[CH:36][CH:37]=2)[CH2:32][CH:31]1[CH2:39][OH:40].CN(C(ON1N=NC2C=CC=CC1=2)=[N+](C)C)C.[B-](F)(F)(F)F, predict the reaction product. (6) Given the reactants [NH2:1][CH2:2][C:3]([NH:5][C@H:6]([C@@H:12]([OH:16])[C:13]#[C:14][CH3:15])[CH2:7][NH:8][C:9](=[O:11])[O-:10])=[O:4].[CH:17](N(CC)C(C)C)(C)C.[CH2:26]([NH:28][C:29](=[O:44])[NH:30][C:31]1[CH:39]=[CH:38][C:37]([C:40]([F:43])([F:42])[F:41])=[CH:36][C:32]=1[C:33]([OH:35])=O)[CH3:27].F[P-](F)(F)(F)(F)F.N1(O[P+](N(C)C)(N(C)C)N(C)C)[C:56]2[CH:57]=[CH:58][CH:59]=[CH:60][C:55]=2N=N1, predict the reaction product. The product is: [CH2:26]([NH:28][C:29](=[O:44])[NH:30][C:31]1[CH:39]=[CH:38][C:37]([C:40]([F:43])([F:42])[F:41])=[CH:36][C:32]=1[C:33]([NH:1][CH2:2][C:3]([NH:5][C@H:6]([C@@H:12]([OH:16])[C:13]#[C:14][CH3:15])[CH2:7][NH:8][C:9](=[O:10])[O:11][CH2:17][C:55]1[CH:60]=[CH:59][CH:58]=[CH:57][CH:56]=1)=[O:4])=[O:35])[CH3:27]. (7) Given the reactants [Br:1][C:2]1[C:3]([N:9]2[CH2:14][CH2:13][O:12][CH2:11][CH:10]2[C:15]([OH:17])=O)=[N:4][C:5]([Cl:8])=[N:6][CH:7]=1.ON1C2C=CC=CC=2N=N1.[C@@H:28]1([NH2:37])[C:36]2[C:31](=[CH:32][CH:33]=[CH:34][CH:35]=2)[CH2:30][CH2:29]1.Cl.C(N=C=NCCCN(C)C)C, predict the reaction product. The product is: [Br:1][C:2]1[C:3]([N:9]2[CH2:14][CH2:13][O:12][CH2:11][CH:10]2[C:15]([NH:37][C@@H:28]2[C:36]3[C:31](=[CH:32][CH:33]=[CH:34][CH:35]=3)[CH2:30][CH2:29]2)=[O:17])=[N:4][C:5]([Cl:8])=[N:6][CH:7]=1.